From a dataset of Reaction yield outcomes from USPTO patents with 853,638 reactions. Predict the reaction yield, written as a fraction of the theoretical maximum amount of product (1.0 means a 100% yield; for example, 0.34 means a 34% yield). (1) The reactants are [F:1][C:2]1[CH:3]=[C:4]([CH:14]=[CH:15][CH:16]=1)[O:5][C:6]1[N:11]=[CH:10][C:9]([CH:12]=O)=[CH:8][CH:7]=1.[N+:17]([CH3:20])([O-:19])=[O:18].C([O-])(=O)C.[NH4+].[BH4-].[Na+].C(=O)([O-])O.[Na+]. The catalyst is O.C(O)(=O)C.CS(C)=O. The product is [F:1][C:2]1[CH:3]=[C:4]([CH:14]=[CH:15][CH:16]=1)[O:5][C:6]1[CH:7]=[CH:8][C:9]([CH2:12][CH2:20][N+:17]([O-:19])=[O:18])=[CH:10][N:11]=1. The yield is 0.660. (2) The reactants are [N:1]1[C:9]2[C:4](=[N:5][CH:6]=[CH:7][CH:8]=2)[NH:3][C:2]=1[C:10]([OH:12])=O.[ClH:13].Cl.[NH2:15][C@@H:16]1[CH:21]2[CH2:22][CH2:23][N:18]([CH2:19][CH2:20]2)[CH2:17]1.CCN(C(C)C)C(C)C.CN(C(ON1N=NC2C=CC=NC1=2)=[N+](C)C)C.F[P-](F)(F)(F)(F)F. The catalyst is CN(C=O)C.C(Cl)Cl. The product is [ClH:13].[N:18]12[CH2:23][CH2:22][CH:21]([CH2:20][CH2:19]1)[C@@H:16]([NH:15][C:10]([C:2]1[NH:3][C:4]3=[N:5][CH:6]=[CH:7][CH:8]=[C:9]3[N:1]=1)=[O:12])[CH2:17]2. The yield is 0.570. (3) The reactants are [Br:1][C:2]1[C:3]([NH:22][C:23](=[O:28])[C:24]([CH3:27])([CH3:26])[CH3:25])=[N:4][CH:5]=[C:6]([CH:8]2[CH2:13][CH2:12][CH2:11][CH:10]([O:14][Si:15]([C:18]([CH3:21])([CH3:20])[CH3:19])([CH3:17])[CH3:16])[CH2:9]2)[N:7]=1.C(=O)(O)[O-].[Na+]. The catalyst is Cl.C1COCC1.CCOC(C)=O.O. The product is [Br:1][C:2]1[C:3]([NH:22][C:23](=[O:28])[C:24]([CH3:27])([CH3:26])[CH3:25])=[N:4][CH:5]=[C:6]([C@@H:8]2[CH2:13][CH2:12][CH2:11][C@H:10]([O:14][Si:15]([C:18]([CH3:20])([CH3:21])[CH3:19])([CH3:17])[CH3:16])[CH2:9]2)[N:7]=1. The yield is 0.980. (4) The reactants are [Br:1][C:2]1[CH:7]=[CH:6][CH:5]=[CH:4][C:3]=1[CH:8]([N:13]1[C:21]2[C:16](=[CH:17][CH:18]=[CH:19][CH:20]=2)[CH2:15][CH2:14]1)[CH:9]([OH:12])[CH2:10][OH:11]. The catalyst is ClCCl.[O-2].[O-2].[Mn+4]. The product is [Br:1][C:2]1[CH:7]=[CH:6][CH:5]=[CH:4][C:3]=1[CH:8]([N:13]1[C:21]2[C:16](=[CH:17][CH:18]=[CH:19][CH:20]=2)[CH:15]=[CH:14]1)[CH:9]([OH:12])[CH2:10][OH:11]. The yield is 0.870. (5) The reactants are [OH:1][C:2]1[CH:20]=[CH:19][C:5]([C:6]2[C:15](=[O:16])[C:14]3[C:9](=[C:10]([CH3:18])[C:11]([OH:17])=[CH:12][CH:13]=3)[O:8][CH:7]=2)=[CH:4][CH:3]=1.[C:21](OC(=O)C)(=[O:23])[CH3:22].[CH3:28][C:29](CC(O)=O)=[O:30]. The catalyst is N1C=CC=CC=1. The product is [C:21]([O:1][C:2]1[CH:20]=[CH:19][C:5]([C:6]2[C:15](=[O:16])[C:14]3[C:9](=[C:10]([CH3:18])[C:11]([O:17][C:29](=[O:30])[CH3:28])=[CH:12][CH:13]=3)[O:8][CH:7]=2)=[CH:4][CH:3]=1)(=[O:23])[CH3:22]. The yield is 0.840.